Dataset: Full USPTO retrosynthesis dataset with 1.9M reactions from patents (1976-2016). Task: Predict the reactants needed to synthesize the given product. (1) Given the product [CH3:12][CH:13]([CH3:37])[CH2:14][C@H:15]([NH:36][C:6]([C:5]1[S:1][C:2]2[CH:11]=[CH:10][S:9][C:3]=2[CH:4]=1)=[O:8])[C:16](=[O:35])[NH:17][CH:18]1[CH2:24][CH2:23][CH2:22][N:21]([S:25]([C:28]2[CH:33]=[CH:32][CH:31]=[CH:30][N:29]=2)(=[O:26])=[O:27])[CH2:20][C:19]1=[O:34], predict the reactants needed to synthesize it. The reactants are: [S:1]1[C:5]([C:6]([OH:8])=O)=[CH:4][C:3]2[S:9][CH:10]=[CH:11][C:2]1=2.[CH3:12][CH:13]([CH3:37])[CH2:14][C@H:15]([NH-:36])[C:16](=[O:35])[NH:17][CH:18]1[CH2:24][CH2:23][CH2:22][N:21]([S:25]([C:28]2[CH:33]=[CH:32][CH:31]=[CH:30][N:29]=2)(=[O:27])=[O:26])[CH2:20][CH:19]1[OH:34]. (2) Given the product [ClH:38].[NH2:24][CH:25]([C:30](=[O:37])[C:31]1[CH:36]=[CH:35][CH:34]=[CH:33][CH:32]=1)[C:26]([O:28][CH3:29])=[O:27], predict the reactants needed to synthesize it. The reactants are: C[Si]([N-][Si](C)(C)C)(C)C.[Na+].C1(C(=[N:24][CH2:25][C:26]([O:28][CH3:29])=[O:27])C2C=CC=CC=2)C=CC=CC=1.[C:30]([Cl:38])(=[O:37])[C:31]1[CH:36]=[CH:35][CH:34]=[CH:33][CH:32]=1.Cl. (3) Given the product [Cl:1][C:2]1[CH:7]=[C:6]([C:16]2[CH:15]=[CH:14][C:13]([F:12])=[CH:18][C:17]=2[F:19])[CH:5]=[C:4]([Cl:9])[N:3]=1, predict the reactants needed to synthesize it. The reactants are: [Cl:1][C:2]1[CH:7]=[C:6](I)[CH:5]=[C:4]([Cl:9])[N:3]=1.N#N.[F:12][C:13]1[CH:18]=[C:17]([F:19])[CH:16]=[CH:15][C:14]=1B(O)O.C(=O)([O-])[O-].[Na+].[Na+]. (4) Given the product [CH3:21][S:18]([N:15]1[CH2:16][CH2:17][N:12]([CH2:11][C:9]2[S:10][C:5]3[C:4]([N:22]4[CH2:27][CH2:26][O:25][CH2:24][CH2:23]4)=[N:3][C:2]([C:36]4[CH:42]=[CH:41][C:39]([NH2:40])=[CH:38][CH:37]=4)=[N:7][C:6]=3[CH:8]=2)[CH2:13][CH2:14]1)(=[O:20])=[O:19], predict the reactants needed to synthesize it. The reactants are: Cl[C:2]1[N:3]=[C:4]([N:22]2[CH2:27][CH2:26][O:25][CH2:24][CH2:23]2)[C:5]2[S:10][C:9]([CH2:11][N:12]3[CH2:17][CH2:16][N:15]([S:18]([CH3:21])(=[O:20])=[O:19])[CH2:14][CH2:13]3)=[CH:8][C:6]=2[N:7]=1.CC1(C)C(C)(C)OB([C:36]2[CH:42]=[CH:41][C:39]([NH2:40])=[CH:38][CH:37]=2)O1. (5) Given the product [O:1]=[C:2]1[N:25]([CH2:26][CH2:27][CH2:28][CH2:29][CH2:30][CH2:31][CH2:32][CH2:33][C:34]([OH:36])=[O:35])[C:6]2=[N:7][C:8]([C:18]3[CH:23]=[CH:22][C:21]([CH3:24])=[CH:20][CH:19]=3)=[C:9]([C:11]3[CH:12]=[CH:13][C:14]([CH3:17])=[CH:15][CH:16]=3)[N:10]=[C:5]2[CH2:4][CH2:3]1, predict the reactants needed to synthesize it. The reactants are: [O:1]=[C:2]1[N:25]([CH2:26][CH2:27][CH2:28][CH2:29][CH2:30][CH2:31][CH2:32][CH2:33][C:34]([O:36]CC)=[O:35])[C:6]2=[N:7][C:8]([C:18]3[CH:23]=[CH:22][C:21]([CH3:24])=[CH:20][CH:19]=3)=[C:9]([C:11]3[CH:16]=[CH:15][C:14]([CH3:17])=[CH:13][CH:12]=3)[N:10]=[C:5]2[CH2:4][CH2:3]1.[OH-].[Na+]. (6) Given the product [C:5]([C:4]1[CH:8]=[CH:9][C:10]([Cl:11])=[C:2]([NH:1][CH:27]([C:16]2[CH:17]=[CH:18][C:19]([O:20][CH3:21])=[C:14]([O:13][CH3:12])[CH:15]=2)[C:26]([OH:30])=[O:29])[CH:3]=1)(=[O:6])[NH2:7], predict the reactants needed to synthesize it. The reactants are: [NH2:1][C:2]1[CH:3]=[C:4]([CH:8]=[CH:9][C:10]=1[Cl:11])[C:5]([NH2:7])=[O:6].[CH3:12][O:13][C:14]1[CH:15]=[C:16](B(O)O)[CH:17]=[CH:18][C:19]=1[O:20][CH3:21].O.[C:26]([OH:30])(=[O:29])[CH:27]=O.